Task: Predict the reaction yield, written as a fraction of the theoretical maximum amount of product (1.0 means a 100% yield; for example, 0.34 means a 34% yield).. Dataset: Reaction yield outcomes from USPTO patents with 853,638 reactions (1) The reactants are [OH:1][C:2]([CH3:7])([CH3:6])[C:3]([OH:5])=[O:4].O1[B:13]([C@@H:14]([NH:19][C:20](=[O:33])[CH2:21][NH:22][C:23](=[O:32])[C:24]2[CH:29]=[C:28]([Cl:30])[CH:27]=[CH:26][C:25]=2[Cl:31])[CH2:15][CH:16]([CH3:18])[CH3:17])O[B:13]([C@@H:14]([NH:19][C:20](=[O:33])[CH2:21][NH:22][C:23](=[O:32])[C:24]2[CH:29]=[C:28]([Cl:30])[CH:27]=[CH:26][C:25]=2[Cl:31])[CH2:15][CH:16]([CH3:18])[CH3:17])O[B:13]1[C@@H:14]([NH:19][C:20](=[O:33])[CH2:21][NH:22][C:23](=[O:32])[C:24]1[CH:29]=[C:28]([Cl:30])[CH:27]=[CH:26][C:25]=1[Cl:31])[CH2:15][CH:16]([CH3:18])[CH3:17]. The catalyst is CCOC(C)=O. The product is [Cl:31][C:25]1[CH:26]=[CH:27][C:28]([Cl:30])=[CH:29][C:24]=1[C:23]([NH:22][CH2:21][C:20]([NH:19][C@H:14]([B:13]1[O:1][C:2]([CH3:7])([CH3:6])[C:3](=[O:5])[O:4]1)[CH2:15][CH:16]([CH3:18])[CH3:17])=[O:33])=[O:32]. The yield is 0.960. (2) The reactants are C([N:8]1[CH2:21][CH2:20][C:19]2[C:18]3[CH:17]=[C:16]([O:22][C:23]4[CH:28]=[CH:27][CH:26]=[CH:25][CH:24]=4)[CH:15]=[CH:14][C:13]=3[NH:12][C:11]=2[CH2:10][CH2:9]1)C1C=CC=CC=1.[ClH:29]. The catalyst is C(O)C.[Pd]. The product is [ClH:29].[O:22]([C:16]1[CH:15]=[CH:14][C:13]2[NH:12][C:11]3[CH2:10][CH2:9][NH:8][CH2:21][CH2:20][C:19]=3[C:18]=2[CH:17]=1)[C:23]1[CH:24]=[CH:25][CH:26]=[CH:27][CH:28]=1. The yield is 0.990. (3) The reactants are [Cl:1][C:2]1[NH:6][C:5]2[CH:7]=[C:8]([Cl:14])[C:9]([N+:11]([O-:13])=[O:12])=[CH:10][C:4]=2[N:3]=1.C(N(C(C)C)CC)(C)C.Cl[CH2:25][O:26][CH2:27][CH2:28][O:29][CH3:30]. The catalyst is C1COCC1. The product is [Cl:1][C:2]1[N:6]([CH2:25][O:26][CH2:27][CH2:28][O:29][CH3:30])[C:5]2[CH:7]=[C:8]([Cl:14])[C:9]([N+:11]([O-:13])=[O:12])=[CH:10][C:4]=2[N:3]=1. The yield is 0.830.